Regression/Classification. Given a drug SMILES string, predict its absorption, distribution, metabolism, or excretion properties. Task type varies by dataset: regression for continuous measurements (e.g., permeability, clearance, half-life) or binary classification for categorical outcomes (e.g., BBB penetration, CYP inhibition). Dataset: rlm. From a dataset of Rat liver microsome stability data. (1) The drug is CN[C@@H]1CCN(c2nc(N)nc3c2oc2ncc(Cl)cc23)C1. The result is 0 (unstable in rat liver microsomes). (2) The drug is CC(=O)N(C)CC(O)CN1CCC(CNC(=O)c2cccc3[nH]c(C(C)C)nc23)CC1. The result is 0 (unstable in rat liver microsomes). (3) The drug is O=C(Nc1ccc(C(=O)NCCN2CCCCC2)cc1)Nc1ccc(-c2nc(O[C@H]3CCOC3)nc(N3CCOCC3)n2)cc1. The result is 1 (stable in rat liver microsomes). (4) The compound is CNC(=O)c1c(-c2ccc(F)cc2)oc2nc(NCC(F)(F)F)c(-c3cccc(C(=O)NC45CC(C4)C5)c3)cc12. The result is 0 (unstable in rat liver microsomes). (5) The drug is N#Cc1nc(-c2cccc3ccccc23)oc1NC1CNC1. The result is 0 (unstable in rat liver microsomes).